From a dataset of TCR-epitope binding with 47,182 pairs between 192 epitopes and 23,139 TCRs. Binary Classification. Given a T-cell receptor sequence (or CDR3 region) and an epitope sequence, predict whether binding occurs between them. (1) The epitope is SFHSLHLLF. The TCR CDR3 sequence is CATFRDRDTGELFF. Result: 1 (the TCR binds to the epitope). (2) The epitope is GLCTLVAML. The TCR CDR3 sequence is CASSPGLTYPGELFF. Result: 1 (the TCR binds to the epitope).